From a dataset of Reaction yield outcomes from USPTO patents with 853,638 reactions. Predict the reaction yield, written as a fraction of the theoretical maximum amount of product (1.0 means a 100% yield; for example, 0.34 means a 34% yield). The reactants are C1(P(C2C=CC=CC=2)C2C=CC=CC=2)C=CC=CC=1.BrN1C(=O)CCC1=O.[Cl:28][C:29]1[CH:30]=[C:31]([C@@H:39]([CH2:43][CH:44]2[CH2:48][CH2:47][CH2:46][CH2:45]2)[C:40]([OH:42])=O)[CH:32]=[CH:33][C:34]=1[S:35]([CH3:38])(=[O:37])=[O:36].[NH2:49][C:50]1[S:51][C:52]([CH3:55])=[CH:53][N:54]=1.N1C=CC=CC=1. The catalyst is C(Cl)Cl.O. The product is [Cl:28][C:29]1[CH:30]=[C:31]([C@@H:39]([CH2:43][CH:44]2[CH2:48][CH2:47][CH2:46][CH2:45]2)[C:40]([NH:49][C:50]2[S:51][C:52]([CH3:55])=[CH:53][N:54]=2)=[O:42])[CH:32]=[CH:33][C:34]=1[S:35]([CH3:38])(=[O:36])=[O:37]. The yield is 0.780.